This data is from Forward reaction prediction with 1.9M reactions from USPTO patents (1976-2016). The task is: Predict the product of the given reaction. (1) Given the reactants [CH3:1][C:2](=[N:4][OH:5])[CH3:3].CC(C)([O-])C.[K+].[Si](OCC1[C:32](F)=[C:33]([F:41])[C:34]([F:40])=[C:35]([C:37](=[O:39])C)[CH:36]=1)(C(C)(C)C)(C1C=CC=CC=1)C1C=CC=CC=1, predict the reaction product. The product is: [F:40][C:34]1[C:35]([CH2:37][OH:39])=[CH:36][C:1]2[C:2]([CH3:3])=[N:4][O:5][C:32]=2[C:33]=1[F:41]. (2) Given the reactants [C:1]([C:3]1[CH:4]=[C:5]([C:13]2[O:17][N:16]=[C:15]([C:18]3[CH:23]=[CH:22][C:21]([O:24][CH2:25][C:26]([O:28]CC)=[O:27])=[CH:20][CH:19]=3)[N:14]=2)[CH:6]=[CH:7][C:8]=1[O:9][CH:10]([CH3:12])[CH3:11])#[N:2].[OH-].[Na+], predict the reaction product. The product is: [C:1]([C:3]1[CH:4]=[C:5]([C:13]2[O:17][N:16]=[C:15]([C:18]3[CH:23]=[CH:22][C:21]([O:24][CH2:25][C:26]([OH:28])=[O:27])=[CH:20][CH:19]=3)[N:14]=2)[CH:6]=[CH:7][C:8]=1[O:9][CH:10]([CH3:12])[CH3:11])#[N:2]. (3) The product is: [C:24]([O:13][CH2:12][CH2:11][C:1]1[C:10]2[C:5](=[CH:6][CH:7]=[CH:8][CH:9]=2)[CH:4]=[CH:3][CH:2]=1)(=[O:28])[C:25]([CH3:27])=[CH2:26]. Given the reactants [C:1]1([CH2:11][CH2:12][OH:13])[C:10]2[C:5](=[CH:6][CH:7]=[CH:8][CH:9]=2)[CH:4]=[CH:3][CH:2]=1.C(N(CC)CC)C.ClCCl.[C:24](Cl)(=[O:28])[C:25]([CH3:27])=[CH2:26], predict the reaction product. (4) Given the reactants [NH:1]1[C:5]2[CH:6]=[CH:7][CH:8]=[CH:9][C:4]=2[N:3]=[C:2]1[C:10]([C:12]1[CH:17]=[CH:16][C:15]([O:18][C:19]2[C:24]([C:25]3[CH2:26][CH2:27][NH:28][CH2:29][CH:30]=3)=[CH:23][N:22]=[CH:21][N:20]=2)=[CH:14][CH:13]=1)=[O:11].[C:31](Cl)(=[O:33])[CH3:32].[Cl-].C(N(CC)CC)C, predict the reaction product. The product is: [NH:1]1[C:5]2[CH:6]=[CH:7][CH:8]=[CH:9][C:4]=2[N:3]=[C:2]1[C:10]([C:12]1[CH:17]=[CH:16][C:15]([O:18][C:19]2[C:24]([C:25]3[CH2:26][CH2:27][N:28]([C:31](=[O:33])[CH3:32])[CH2:29][CH:30]=3)=[CH:23][N:22]=[CH:21][N:20]=2)=[CH:14][CH:13]=1)=[O:11].